From a dataset of Full USPTO retrosynthesis dataset with 1.9M reactions from patents (1976-2016). Predict the reactants needed to synthesize the given product. (1) Given the product [Cl:10][C:11]1[CH:12]=[C:13]([CH:18]=[CH:19][C:20]=1[Cl:21])[CH2:14][NH:15][C:16]([NH:9][C:6]1[S:7][CH:8]=[C:4]([CH2:3][Cl:2])[N:5]=1)=[O:17], predict the reactants needed to synthesize it. The reactants are: Cl.[Cl:2][CH2:3][C:4]1[N:5]=[C:6]([NH2:9])[S:7][CH:8]=1.[Cl:10][C:11]1[CH:12]=[C:13]([CH:18]=[CH:19][C:20]=1[Cl:21])[CH2:14][N:15]=[C:16]=[O:17].CCN(C(C)C)C(C)C. (2) Given the product [C:1]([O:5][C:6]([N:8]1[CH2:12][CH2:11][CH2:10][C@@H:9]1[C:13](=[O:15])[NH:16][CH:19]1[CH2:20][C:21](=[O:32])[O:22][CH:23]1[O:24][CH2:25][C:26]1[CH:31]=[CH:30][CH:29]=[CH:28][CH:27]=1)=[O:7])([CH3:2])([CH3:3])[CH3:4], predict the reactants needed to synthesize it. The reactants are: [C:1]([O:5][C:6]([N:8]1[CH2:12][CH2:11][CH2:10][C@H:9]1[C:13]([OH:15])=O)=[O:7])([CH3:4])([CH3:3])[CH3:2].[N:16]([CH:19]1[CH:23]([O:24][CH2:25][C:26]2[CH:31]=[CH:30][CH:29]=[CH:28][CH:27]=2)[O:22][C:21](=[O:32])[CH2:20]1)=[N+]=[N-].C1(P(C2C=CC=CC=2)C2C=CC=CC=2)C=CC=CC=1.C(N(C(C)C)CC)(C)C.C(Cl)CCl.C1C=CC2N(O)N=NC=2C=1. (3) The reactants are: [NH2:1][C:2]1[C:7]([NH2:8])=[C:6]([NH:9][C:10]23[C:16]([CH3:18])([CH3:17])[C:13]([CH3:19])([CH2:14][CH2:15]2)[C:12](=[O:20])[CH2:11]3)[C:5]([Cl:21])=[CH:4][N:3]=1.[CH3:22][N:23]1[CH:27]=[C:26]([CH:28]=O)[CH:25]=[N:24]1.C([O-])(=O)C.[NH4+]. Given the product [Cl:21][C:5]1[C:6]([NH:9][C:10]23[C:16]([CH3:17])([CH3:18])[C:13]([CH3:19])([CH2:14][CH2:15]2)[C:12](=[O:20])[CH2:11]3)=[C:7]2[N:8]=[C:28]([C:26]3[CH:25]=[N:24][N:23]([CH3:22])[CH:27]=3)[NH:1][C:2]2=[N:3][CH:4]=1, predict the reactants needed to synthesize it. (4) The reactants are: [CH3:1][O:2][C:3]1[CH:15]=[CH:14][C:6]2[C:7]([CH2:10][C:11](O)=[O:12])=[CH:8][O:9][C:5]=2[CH:4]=1.[H-].[H-].[H-].[H-].[Li+].[Al+3]. Given the product [CH3:1][O:2][C:3]1[CH:15]=[CH:14][C:6]2[C:7]([CH2:10][CH2:11][OH:12])=[CH:8][O:9][C:5]=2[CH:4]=1, predict the reactants needed to synthesize it. (5) Given the product [Cl:1][C:2]1[CH:3]=[C:4]([N:10]2[C:14]([CH3:15])=[C:13]([CH2:16][C:17]3[CH:18]=[CH:19][C:20]([C:21]([NH:27][CH2:28][CH2:29][CH2:30][OH:31])=[O:22])=[CH:24][CH:25]=3)[C:12]([CH3:26])=[N:11]2)[CH:5]=[CH:6][C:7]=1[C:8]#[N:9], predict the reactants needed to synthesize it. The reactants are: [Cl:1][C:2]1[CH:3]=[C:4]([N:10]2[C:14]([CH3:15])=[C:13]([CH2:16][C:17]3[CH:25]=[CH:24][C:20]([C:21](O)=[O:22])=[CH:19][CH:18]=3)[C:12]([CH3:26])=[N:11]2)[CH:5]=[CH:6][C:7]=1[C:8]#[N:9].[NH2:27][CH2:28][CH2:29][CH2:30][OH:31].